This data is from Forward reaction prediction with 1.9M reactions from USPTO patents (1976-2016). The task is: Predict the product of the given reaction. (1) Given the reactants F[C:2]1[C:7]([C:8]2[N:13]=[C:12]([CH3:14])[N:11]=[C:10]([N:15]([CH2:25][C:26]3[CH:31]=[CH:30][C:29]([O:32][CH3:33])=[CH:28][CH:27]=3)[CH2:16][C:17]3[CH:22]=[CH:21][C:20]([O:23][CH3:24])=[CH:19][CH:18]=3)[N:9]=2)=[CH:6][C:5]([CH:34]2[CH2:39][CH2:38][O:37][CH2:36][CH2:35]2)=[CH:4][N:3]=1.[F:40][C:41]1[CH:42]=[C:43]([NH2:49])[CH:44]=[N:45][C:46]=1[O:47][CH3:48].C[Si]([N-][Si](C)(C)C)(C)C.[Na+], predict the reaction product. The product is: [F:40][C:41]1[CH:42]=[C:43]([NH:49][C:2]2[C:7]([C:8]3[N:13]=[C:12]([CH3:14])[N:11]=[C:10]([N:15]([CH2:25][C:26]4[CH:27]=[CH:28][C:29]([O:32][CH3:33])=[CH:30][CH:31]=4)[CH2:16][C:17]4[CH:18]=[CH:19][C:20]([O:23][CH3:24])=[CH:21][CH:22]=4)[N:9]=3)=[CH:6][C:5]([CH:34]3[CH2:35][CH2:36][O:37][CH2:38][CH2:39]3)=[CH:4][N:3]=2)[CH:44]=[N:45][C:46]=1[O:47][CH3:48]. (2) Given the reactants [C:1]([CH2:4][C:5]1[CH:10]=[CH:9][CH:8]=[CH:7][C:6]=1[CH2:11][NH:12][C:13](=[O:34])[CH2:14][CH2:15][CH2:16][O:17][C:18]1[CH:30]=[CH:29][C:21]2[C:22]([C:25]([F:28])([F:27])[F:26])=[N:23][O:24][C:20]=2[C:19]=1[CH2:31][CH2:32][CH3:33])([OH:3])=[O:2].[H-].[Na+].[CH3:37]I, predict the reaction product. The product is: [CH3:37][N:12]([CH2:11][C:6]1[CH:7]=[CH:8][CH:9]=[CH:10][C:5]=1[CH2:4][C:1]([OH:3])=[O:2])[C:13](=[O:34])[CH2:14][CH2:15][CH2:16][O:17][C:18]1[CH:30]=[CH:29][C:21]2[C:22]([C:25]([F:27])([F:26])[F:28])=[N:23][O:24][C:20]=2[C:19]=1[CH2:31][CH2:32][CH3:33]. (3) Given the reactants [CH3:1][O:2][C:3]([C:5]1[C:10]([CH:11]=[CH2:12])=[C:9]([NH2:13])[N:8]=[C:7]([C:14]2[CH:19]=[CH:18][C:17]([Cl:20])=[C:16]([O:21][CH3:22])[C:15]=2F)[N:6]=1)=[O:4].[Br:24]N1C(=O)CCC1=O.[FH:32].[FH:33].F.C(N(CC)CC)C.C(=O)(O)[O-].[Na+], predict the reaction product. The product is: [CH3:1][O:2][C:3]([C:5]1[C:10]([CH:11]([F:32])[CH2:12][Br:24])=[C:9]([NH2:13])[N:8]=[C:7]([C:14]2[CH:19]=[CH:18][C:17]([Cl:20])=[C:16]([O:21][CH3:22])[C:15]=2[F:33])[N:6]=1)=[O:4]. (4) Given the reactants FC(F)(F)S(O[C:7]1[CH:15]=[C:14]2[C:10]([C:11]([C:26](=[O:37])[NH:27][CH2:28][C:29]3[CH:34]=[CH:33][C:32]([F:35])=[C:31]([F:36])[CH:30]=3)=[C:12]([CH:23]([CH3:25])[CH3:24])[N:13]2[CH2:16][C:17]2[CH:22]=[CH:21][CH:20]=[CH:19][N:18]=2)=[CH:9][CH:8]=1)(=O)=O.[NH:40]1[CH:44]=[CH:43][C:42](B(O)O)=[N:41]1.[Li+].[Cl-].C([O-])([O-])=O.[Na+].[Na+], predict the reaction product. The product is: [F:36][C:31]1[CH:30]=[C:29]([CH:34]=[CH:33][C:32]=1[F:35])[CH2:28][NH:27][C:26]([C:11]1[C:10]2[C:14](=[CH:15][C:7]([C:42]3[NH:41][N:40]=[CH:44][CH:43]=3)=[CH:8][CH:9]=2)[N:13]([CH2:16][C:17]2[CH:22]=[CH:21][CH:20]=[CH:19][N:18]=2)[C:12]=1[CH:23]([CH3:24])[CH3:25])=[O:37]. (5) Given the reactants [CH2:1]([C:6]1[C:14]2[C:9](=[CH:10][CH:11]=[CH:12][CH:13]=2)[NH:8][C:7]=1[C:15]1[CH:16]=[C:17]2[C:22](=[CH:23][CH:24]=1)[CH:21]=[C:20]([O:25][CH2:26][C:27]#[N:28])[CH:19]=[CH:18]2)[CH2:2][CH2:3][CH2:4][CH3:5].[F:29][C:30]([F:40])([F:39])[C:31]1[CH:38]=[CH:37][CH:36]=[CH:35][C:32]=1[CH2:33]Br, predict the reaction product. The product is: [CH2:1]([C:6]1[C:14]2[C:9](=[CH:10][CH:11]=[CH:12][CH:13]=2)[N:8]([CH2:33][C:32]2[CH:35]=[CH:36][CH:37]=[CH:38][C:31]=2[C:30]([F:29])([F:39])[F:40])[C:7]=1[C:15]1[CH:16]=[C:17]2[C:22](=[CH:23][CH:24]=1)[CH:21]=[C:20]([O:25][CH2:26][C:27]#[N:28])[CH:19]=[CH:18]2)[CH2:2][CH2:3][CH2:4][CH3:5]. (6) Given the reactants C([Si](C)(C)[O:6][CH2:7][CH2:8][O:9][C:10]1[CH:15]=[CH:14][C:13]([C@@H:16]2[N:21]3[CH2:22][CH2:23][N:24]([C:26]([C:28]4[CH:29]=[N:30][C:31]([C:34]([F:37])([F:36])[F:35])=[CH:32][CH:33]=4)=[O:27])[CH2:25][C@@H:20]3[CH2:19][CH2:18][CH2:17]2)=[C:12]([CH3:38])[C:11]=1[CH3:39])(C)(C)C.[F-].C([N+](CCCC)(CCCC)CCCC)CCC, predict the reaction product. The product is: [OH:6][CH2:7][CH2:8][O:9][C:10]1[CH:15]=[CH:14][C:13]([C@@H:16]2[N:21]3[CH2:22][CH2:23][N:24]([C:26]([C:28]4[CH:29]=[N:30][C:31]([C:34]([F:35])([F:37])[F:36])=[CH:32][CH:33]=4)=[O:27])[CH2:25][C@@H:20]3[CH2:19][CH2:18][CH2:17]2)=[C:12]([CH3:38])[C:11]=1[CH3:39].